This data is from Reaction yield outcomes from USPTO patents with 853,638 reactions. The task is: Predict the reaction yield, written as a fraction of the theoretical maximum amount of product (1.0 means a 100% yield; for example, 0.34 means a 34% yield). (1) No catalyst specified. The yield is 0.150. The product is [C:13]1([CH:19]2[CH2:24][CH2:23][CH2:22][N:21]([C:25]3[CH:26]=[CH:27][C:28]([O:31][C:2]4[N:3]=[C:4]([OH:12])[C:5]5[CH:11]=[CH:10][N:9]=[CH:8][C:6]=5[N:7]=4)=[CH:29][CH:30]=3)[CH2:20]2)[CH:14]=[CH:15][CH:16]=[CH:17][CH:18]=1. The reactants are Cl[C:2]1[N:3]=[C:4]([OH:12])[C:5]2[CH:11]=[CH:10][N:9]=[CH:8][C:6]=2[N:7]=1.[C:13]1([CH:19]2[CH2:24][CH2:23][CH2:22][N:21]([C:25]3[CH:30]=[CH:29][C:28]([OH:31])=[CH:27][CH:26]=3)[CH2:20]2)[CH:18]=[CH:17][CH:16]=[CH:15][CH:14]=1. (2) The reactants are C1(P(C2C=CC=CC=2)C2C=CC=CC=2)C=CC=CC=1.CC(OC(/N=N/C(OC(C)(C)C)=O)=O)(C)C.[OH:36][CH:37]1[CH2:42][CH2:41][N:40]([CH:43]([CH3:45])[CH3:44])[CH2:39][CH2:38]1.[Cl:46][C:47]1[N:56]=[CH:55][C:54]2[C:49](=[C:50](O)[CH:51]=[CH:52][CH:53]=2)[N:48]=1. The catalyst is C1COCC1. The product is [Cl:46][C:47]1[N:56]=[CH:55][C:54]2[C:49](=[C:50]([O:36][CH:37]3[CH2:42][CH2:41][N:40]([CH:43]([CH3:45])[CH3:44])[CH2:39][CH2:38]3)[CH:51]=[CH:52][CH:53]=2)[N:48]=1. The yield is 0.880.